From a dataset of Full USPTO retrosynthesis dataset with 1.9M reactions from patents (1976-2016). Predict the reactants needed to synthesize the given product. Given the product [O:3]=[C:4]1[N:10]([CH:11]2[CH2:16][CH2:15][N:14]([C:17]([O:19][C@@H:20]([C:45]([OH:44])=[O:2])[CH2:21][C:22]3[CH:31]=[C:30]([CH3:32])[C:25]4[O:26][CH2:27][CH2:28][O:29][C:24]=4[CH:23]=3)=[O:18])[CH2:13][CH2:12]2)[CH2:9][CH2:8][C:7]2[CH:37]=[CH:38][CH:39]=[CH:40][C:6]=2[NH:5]1, predict the reactants needed to synthesize it. The reactants are: [Li+].[OH-:2].[O:3]=[C:4]1[N:10]([CH:11]2[CH2:16][CH2:15][N:14]([C:17]([O:19][CH2:20][CH:21](C(OC)=O)[C:22]3[CH:31]=[C:30]([CH3:32])[C:25]4[O:26][CH2:27][CH2:28][O:29][C:24]=4[CH:23]=3)=[O:18])[CH2:13][CH2:12]2)[CH2:9][CH2:8][C:7]2[CH:37]=[CH:38][CH:39]=[CH:40][C:6]=2[NH:5]1.C1[CH2:45][O:44]CC1.